This data is from Full USPTO retrosynthesis dataset with 1.9M reactions from patents (1976-2016). The task is: Predict the reactants needed to synthesize the given product. (1) Given the product [C:14]([O:18][C:19]([NH:21][N:22]([CH:10]1[CH2:11][CH2:12][N:8]([CH2:1][C:2]2[CH:7]=[CH:6][CH:5]=[CH:4][CH:3]=2)[CH2:9]1)[C:29]([O:31][C:32]([CH3:35])([CH3:34])[CH3:33])=[O:30])=[O:20])([CH3:17])([CH3:16])[CH3:15], predict the reactants needed to synthesize it. The reactants are: [CH2:1]([N:8]1[CH2:12][CH2:11][C:10](=O)[CH2:9]1)[C:2]1[CH:7]=[CH:6][CH:5]=[CH:4][CH:3]=1.[C:14]([O:18][C:19]([NH:21][NH2:22])=[O:20])([CH3:17])([CH3:16])[CH3:15].[BH3-]C#N.[Na+].NN.[C:29](O[C:29]([O:31][C:32]([CH3:35])([CH3:34])[CH3:33])=[O:30])([O:31][C:32]([CH3:35])([CH3:34])[CH3:33])=[O:30]. (2) Given the product [C:8]([C:5]1[N:6]=[CH:7][C:2]([C:17]2[CH:16]=[CH:15][C:14]([N:27]3[CH2:31][C@H:30]([CH2:32][N:33]4[CH:37]=[CH:36][N:35]=[N:34]4)[O:29][C:28]3=[O:38])=[CH:13][C:12]=2[F:11])=[CH:3][CH:4]=1)(=[O:10])[CH3:9], predict the reactants needed to synthesize it. The reactants are: Br[C:2]1[CH:3]=[CH:4][C:5]([C:8](=[O:10])[CH3:9])=[N:6][CH:7]=1.[F:11][C:12]1[CH:13]=[C:14]([N:27]2[CH2:31][C@H:30]([CH2:32][N:33]3[CH:37]=[CH:36][N:35]=[N:34]3)[O:29][C:28]2=[O:38])[CH:15]=[CH:16][C:17]=1B1OC(C)(C)C(C)(C)O1.C(=O)([O-])[O-].[Na+].[Na+]. (3) Given the product [O:1]1[CH2:2][C:3](=[CH:25][C:26]([O:28][CH2:29][C:30]2[CH:35]=[CH:34][CH:33]=[CH:32][CH:31]=2)=[O:27])[CH2:4]1, predict the reactants needed to synthesize it. The reactants are: [O:1]1[CH2:4][C:3](=O)[CH2:2]1.C1(P(=[CH:25][C:26]([O:28][CH2:29][C:30]2[CH:35]=[CH:34][CH:33]=[CH:32][CH:31]=2)=[O:27])(C2C=CC=CC=2)C2C=CC=CC=2)C=CC=CC=1.